Predict which catalyst facilitates the given reaction. From a dataset of Catalyst prediction with 721,799 reactions and 888 catalyst types from USPTO. (1) Reactant: [CH3:1][C:2]1[C:6]([CH3:7])=[C:5]([C:8]([OH:10])=O)[NH:4][N:3]=1.F[P-](F)(F)(F)(F)F.N1(O[P+](N2CCCC2)(N2CCCC2)N2CCCC2)C2C=CC=CC=2N=N1.Cl.[I:45][C:46]1[NH:55][C:49]2=[N:50][CH:51]=[C:52]([NH2:54])[CH:53]=[C:48]2[CH:47]=1.C(N(CC)C(C)C)(C)C. Product: [I:45][C:46]1[NH:55][C:49]2=[N:50][CH:51]=[C:52]([NH:54][C:8]([C:5]3[NH:4][N:3]=[C:2]([CH3:1])[C:6]=3[CH3:7])=[O:10])[CH:53]=[C:48]2[CH:47]=1. The catalyst class is: 287. (2) Reactant: ClC(Cl)(Cl)[C:3]([C:5]1[N:14]2[C:8]([CH2:9][N:10]([C:19](=[O:29])[CH2:20][S:21][C:22]3[CH:27]=[CH:26][C:25]([Br:28])=[CH:24][CH:23]=3)[C:11]3[CH:18]=[CH:17][CH:16]=[CH:15][C:12]=3[CH2:13]2)=[CH:7][CH:6]=1)=[O:4].[Cl:32][C:33]1[CH:34]=[C:35]([CH:38]=[CH:39][C:40]=1[Cl:41])[CH2:36][NH2:37].CS(C)=O. Product: [Br:28][C:25]1[CH:26]=[CH:27][C:22]([S:21][CH2:20][C:19]([N:10]2[C:11]3[CH:18]=[CH:17][CH:16]=[CH:15][C:12]=3[CH2:13][N:14]3[C:5]([C:3]([NH:37][CH2:36][C:35]4[CH:38]=[CH:39][C:40]([Cl:41])=[C:33]([Cl:32])[CH:34]=4)=[O:4])=[CH:6][CH:7]=[C:8]3[CH2:9]2)=[O:29])=[CH:23][CH:24]=1. The catalyst class is: 10. (3) Reactant: [H-].[Na+].[C:3]([O:7][C:8](=[O:23])[NH:9][CH2:10][CH2:11][C:12]1[CH:17]=[CH:16][C:15]([O:18][CH3:19])=[CH:14][C:13]=1[N+:20]([O-:22])=[O:21])([CH3:6])([CH3:5])[CH3:4].I[CH3:25]. Product: [C:3]([O:7][C:8](=[O:23])[N:9]([CH2:10][CH2:11][C:12]1[CH:17]=[CH:16][C:15]([O:18][CH3:19])=[CH:14][C:13]=1[N+:20]([O-:22])=[O:21])[CH3:25])([CH3:6])([CH3:4])[CH3:5]. The catalyst class is: 7. (4) Reactant: [CH3:1][O:2][C:3](=[O:13])[C:4]1[CH:9]=[CH:8][C:7]([CH:10]=[O:11])=[CH:6][C:5]=1[Br:12].[CH2:14]([OH:17])[CH2:15]O.[C:18]1(C)C=CC(S(O)(=O)=O)=CC=1. Product: [CH3:1][O:2][C:3](=[O:13])[C:4]1[CH:9]=[CH:8][C:7]([CH:10]2[O:17][CH2:14][CH:15]=[CH:18][O:11]2)=[CH:6][C:5]=1[Br:12]. The catalyst class is: 1. (5) Reactant: [Cl:1][C:2]1[CH:3]=[C:4]([CH:16]=[C:17]([Cl:19])[CH:18]=1)[CH2:5][C:6]1[O:10][N:9]=[C:8]([C:11]([O:13]CC)=[O:12])[CH:7]=1.C(O)C.[OH-].[Na+]. Product: [Cl:1][C:2]1[CH:3]=[C:4]([CH:16]=[C:17]([Cl:19])[CH:18]=1)[CH2:5][C:6]1[O:10][N:9]=[C:8]([C:11]([OH:13])=[O:12])[CH:7]=1. The catalyst class is: 6.